The task is: Predict the product of the given reaction.. This data is from Forward reaction prediction with 1.9M reactions from USPTO patents (1976-2016). Given the reactants [NH2:1][C:2]1[N:7]=[C:6]([C:8]2[CH:16]=[C:15]3[C:11]([C:12]([NH:17]C(=O)C)=[N:13][NH:14]3)=[CH:10][CH:9]=2)[CH:5]=[C:4]([NH2:21])[N:3]=1.Cl, predict the reaction product. The product is: [NH2:17][C:12]1[C:11]2[C:15](=[CH:16][C:8]([C:6]3[N:7]=[C:2]([NH2:1])[N:3]=[C:4]([NH2:21])[CH:5]=3)=[CH:9][CH:10]=2)[NH:14][N:13]=1.